From a dataset of Peptide-MHC class I binding affinity with 185,985 pairs from IEDB/IMGT. Regression. Given a peptide amino acid sequence and an MHC pseudo amino acid sequence, predict their binding affinity value. This is MHC class I binding data. (1) The peptide sequence is KPTGSASSL. The MHC is HLA-B07:02 with pseudo-sequence HLA-B07:02. The binding affinity (normalized) is 0.696. (2) The peptide sequence is TVLDHILQK. The MHC is HLA-B27:03 with pseudo-sequence HLA-B27:03. The binding affinity (normalized) is 0.0847. (3) The peptide sequence is FTLVASVTI. The MHC is HLA-A68:01 with pseudo-sequence HLA-A68:01. The binding affinity (normalized) is 0. (4) The peptide sequence is QMMNVNLQK. The MHC is HLA-A31:01 with pseudo-sequence HLA-A31:01. The binding affinity (normalized) is 0.425.